This data is from Reaction yield outcomes from USPTO patents with 853,638 reactions. The task is: Predict the reaction yield, written as a fraction of the theoretical maximum amount of product (1.0 means a 100% yield; for example, 0.34 means a 34% yield). (1) The reactants are [CH:1]1([NH:6][C:7]2[C:8]3[N:9]([C:13]([C:23]4[CH:28]=[CH:27][N:26]=[C:25]([NH:29][CH:30]5[CH2:34][CH2:33][CH2:32][CH2:31]5)[N:24]=4)=[C:14]([C:16]4[CH:17]=[C:18]([OH:22])[CH:19]=[CH:20][CH:21]=4)[N:15]=3)[CH:10]=[CH:11][CH:12]=2)[CH2:5][CH2:4][CH2:3][CH2:2]1.C(=O)([O-])[O-].[Cs+].[Cs+].[CH2:41](Br)[CH:42]=[CH2:43].CCOCC. The catalyst is CN(C)C=O.O. The product is [CH2:43]([O:22][C:18]1[CH:17]=[C:16]([C:14]2[N:15]=[C:8]3[C:7]([NH:6][CH:1]4[CH2:5][CH2:4][CH2:3][CH2:2]4)=[CH:12][CH:11]=[CH:10][N:9]3[C:13]=2[C:23]2[CH:28]=[CH:27][N:26]=[C:25]([NH:29][CH:30]3[CH2:34][CH2:33][CH2:32][CH2:31]3)[N:24]=2)[CH:21]=[CH:20][CH:19]=1)[CH:42]=[CH2:41]. The yield is 0.770. (2) The reactants are [NH2:1][C:2]1[CH:13]=[C:5]2[CH2:6][N:7]([C:10](=[O:12])[CH3:11])[CH2:8][CH2:9][N:4]2[N:3]=1.Br[C:15]1[C:16](=[O:23])[N:17]([CH3:22])[CH:18]=[C:19]([Br:21])[CH:20]=1.C(=O)([O-])[O-].[Cs+].[Cs+].CC1(C)C2C(=C(P(C3C=CC=CC=3)C3C=CC=CC=3)C=CC=2)OC2C(P(C3C=CC=CC=3)C3C=CC=CC=3)=CC=CC1=2. The catalyst is O1CCOCC1.C1C=CC(/C=C/C(/C=C/C2C=CC=CC=2)=O)=CC=1.C1C=CC(/C=C/C(/C=C/C2C=CC=CC=2)=O)=CC=1.C1C=CC(/C=C/C(/C=C/C2C=CC=CC=2)=O)=CC=1.[Pd].[Pd].CO.CCOCC.CCOC(C)=O.O. The product is [C:10]([N:7]1[CH2:8][CH2:9][N:4]2[N:3]=[C:2]([NH:1][C:15]3[C:16](=[O:23])[N:17]([CH3:22])[CH:18]=[C:19]([Br:21])[CH:20]=3)[CH:13]=[C:5]2[CH2:6]1)(=[O:12])[CH3:11]. The yield is 0.410. (3) The reactants are [I:1][C:2]1[CH:3]=[C:4]2[C:8](=[CH:9][CH:10]=1)[NH:7][C:6](=[O:11])[C:5]2=O.[OH:13][C:14]1[CH:23]=[CH:22][C:17]([C:18]([NH:20][NH2:21])=[O:19])=[CH:16][CH:15]=1. The catalyst is C(O)(=O)C. The product is [OH:13][C:14]1[CH:23]=[CH:22][C:17]([C:18]([NH:20][N:21]=[C:5]2[C:4]3[C:8](=[CH:9][CH:10]=[C:2]([I:1])[CH:3]=3)[NH:7][C:6]2=[O:11])=[O:19])=[CH:16][CH:15]=1. The yield is 0.850.